From a dataset of Forward reaction prediction with 1.9M reactions from USPTO patents (1976-2016). Predict the product of the given reaction. (1) Given the reactants [NH2:1][C:2]1[CH:10]=[CH:9][CH:8]=[C:7]2[C:3]=1[C:4]([CH2:13][C:14]([O:16]CC)=O)([CH3:12])[C:5](=[O:11])[NH:6]2, predict the reaction product. The product is: [NH4+:1].[OH-:11].[CH3:12][C:4]12[C:5](=[O:11])[NH:6][C:7]3[C:3]1=[C:2]([CH:10]=[CH:9][CH:8]=3)[NH:1][C:14](=[O:16])[CH2:13]2. (2) Given the reactants [C:1]([N:8]1[CH2:13][CH2:12][NH:11][CH2:10][CH2:9]1)([O:3][C:4]([CH3:7])([CH3:6])[CH3:5])=[O:2].[C:14](=[O:17])([O-])[O-].[K+].[K+], predict the reaction product. The product is: [C:4]([O:3][C:1]([N:8]1[CH2:9][CH2:10][N:11]([C:1]([N:8]2[CH2:13][CH2:14][O:17][CH2:10][CH2:9]2)=[O:2])[CH2:12][CH2:13]1)=[O:2])([CH3:7])([CH3:6])[CH3:5]. (3) Given the reactants [NH2:1][C:2]1[C:10]2[C:5](=[N:6][C:7]([NH:16][CH2:17][CH2:18][C:19]3[CH:24]=[CH:23][CH:22]=[CH:21][CH:20]=3)=[C:8]3[CH2:13][C:12]([CH3:15])([CH3:14])[CH2:11][C:9]3=2)[S:4][C:3]=1[C:25]([NH2:27])=[O:26].O.[C:29]1(C)C=CC(S(O)(=O)=O)=CC=1, predict the reaction product. The product is: [CH3:14][C:12]1([CH3:15])[CH2:11][C:9]2=[C:10]3[C:2]4[N:1]=[CH:29][NH:27][C:25](=[O:26])[C:3]=4[S:4][C:5]3=[N:6][C:7]([NH:16][CH2:17][CH2:18][C:19]3[CH:20]=[CH:21][CH:22]=[CH:23][CH:24]=3)=[C:8]2[CH2:13]1. (4) Given the reactants [Cl:1][C:2]1[CH:3]=[C:4]([CH:9]([C:12]2[C:17]([CH:18]([CH3:20])[CH3:19])=[C:16]([O:21][CH3:22])[N:15]=[C:14]([O:23][CH3:24])[N:13]=2)C#N)[CH:5]=[C:6]([Cl:8])[CH:7]=1.[H-].[Na+].CN(C=[O:31])C, predict the reaction product. The product is: [Cl:1][C:2]1[CH:3]=[C:4]([C:9]([C:12]2[C:17]([CH:18]([CH3:20])[CH3:19])=[C:16]([O:21][CH3:22])[N:15]=[C:14]([O:23][CH3:24])[N:13]=2)=[O:31])[CH:5]=[C:6]([Cl:8])[CH:7]=1. (5) Given the reactants C(N=C=NCCCN(C)C)C.ON1C(=O)CCC1=O.N[C@H](C(O)=O)CCCCN.FC(F)(F)C(O)=O.C([O:44][C:45]1[CH:46]=[C:47]([C:127](=[O:143])[NH:128][CH2:129][CH2:130][O:131][CH2:132][CH2:133][O:134][CH2:135][CH2:136][O:137][CH2:138][CH2:139][C:140]([OH:142])=[O:141])[CH:48]=[C:49]([C:59](=[O:126])[NH:60][C@H:61]2[CH2:72][O:71][C:70](=[O:73])[C@@H:69]([NH:74][C:75](=[O:98])[C:76]3[CH:81]=[CH:80][CH:79]=[C:78]([O:82]CC4C=CC=CC=4)[C:77]=3[O:90]CC3C=CC=CC=3)[CH2:68][O:67][C:66](=[O:99])[C@@H:65]([NH:100][C:101](=[O:124])[C:102]3[CH:107]=[CH:106][CH:105]=[C:104]([O:108]CC4C=CC=CC=4)[C:103]=3[O:116]CC3C=CC=CC=3)[CH2:64][O:63][C:62]2=[O:125])[C:50]=1[O:51]CC1C=CC=CC=1)C1C=CC=CC=1, predict the reaction product. The product is: [OH:90][C:77]1[C:78]([OH:82])=[CH:79][CH:80]=[CH:81][C:76]=1[C:75]([NH:74][C@H:69]1[CH2:68][O:67][C:66](=[O:99])[C@@H:65]([NH:100][C:101](=[O:124])[C:102]2[CH:107]=[CH:106][CH:105]=[C:104]([OH:108])[C:103]=2[OH:116])[CH2:64][O:63][C:62](=[O:125])[C@@H:61]([NH:60][C:59]([C:49]2[CH:48]=[C:47]([C:127](=[O:143])[NH:128][CH2:129][CH2:130][O:131][CH2:132][CH2:133][O:134][CH2:135][CH2:136][O:137][CH2:138][CH2:139][C:140]([OH:142])=[O:141])[CH:46]=[C:45]([OH:44])[C:50]=2[OH:51])=[O:126])[CH2:72][O:71][C:70]1=[O:73])=[O:98]. (6) Given the reactants [Cl:1][C:2]1[CH:10]=[C:9]2[C:5]([C:6]3([CH:16]([CH:17]([CH3:19])[CH3:18])[CH2:15][C:14](=[O:20])[CH2:13][CH:12]3[C:21]3[CH:26]=[CH:25][CH:24]=[C:23]([Cl:27])[CH:22]=3)[C:7](=[O:11])[NH:8]2)=[CH:4][CH:3]=1.[NH2:28]O.Cl.[OH-].[Na+].C1(C)C=CC(S(Cl)(=O)=O)=CC=1, predict the reaction product. The product is: [Cl:1][C:2]1[CH:10]=[C:9]2[C:5]([C@@:6]3([C@H:16]([CH:17]([CH3:18])[CH3:19])[CH2:15][C:14](=[O:20])[NH:28][CH2:13][C@@H:12]3[C:21]3[CH:26]=[CH:25][CH:24]=[C:23]([Cl:27])[CH:22]=3)[C:7](=[O:11])[NH:8]2)=[CH:4][CH:3]=1.